This data is from Reaction yield outcomes from USPTO patents with 853,638 reactions. The task is: Predict the reaction yield, written as a fraction of the theoretical maximum amount of product (1.0 means a 100% yield; for example, 0.34 means a 34% yield). The reactants are C1(P([CH2:15][S:16]([NH:19][C:20](=[O:26])[O:21][C:22]([CH3:25])([CH3:24])[CH3:23])(=[O:18])=[O:17])(C2C=CC=CC=2)=O)C=CC=CC=1.[H-].[Na+].[Cl:29][C:30]1[CH:47]=[C:46]([Cl:48])[CH:45]=[CH:44][C:31]=1[CH2:32][N:33]1[C:37]([CH:38]=O)=[CH:36][C:35]([O:40][CH:41]([CH3:43])[CH3:42])=[N:34]1. The catalyst is CN(C)C=O.[Cl-].[Na+].O. The product is [Cl:29][C:30]1[CH:47]=[C:46]([Cl:48])[CH:45]=[CH:44][C:31]=1[CH2:32][N:33]1[C:37](/[CH:38]=[CH:15]/[S:16]([NH:19][C:20](=[O:26])[O:21][C:22]([CH3:24])([CH3:23])[CH3:25])(=[O:18])=[O:17])=[CH:36][C:35]([O:40][CH:41]([CH3:43])[CH3:42])=[N:34]1. The yield is 0.390.